This data is from Peptide-MHC class II binding affinity with 134,281 pairs from IEDB. The task is: Regression. Given a peptide amino acid sequence and an MHC pseudo amino acid sequence, predict their binding affinity value. This is MHC class II binding data. The binding affinity (normalized) is 0.225. The peptide sequence is ADSVKGRFTISRDNS. The MHC is DRB5_0101 with pseudo-sequence DRB5_0101.